From a dataset of Catalyst prediction with 721,799 reactions and 888 catalyst types from USPTO. Predict which catalyst facilitates the given reaction. (1) Reactant: [CH2:1]([O:8][C:9]1[CH:35]=[CH:34][C:12]([CH2:13][C@@H:14]([NH:19][C:20](=[O:33])[CH2:21][CH2:22][CH2:23][CH2:24][CH2:25][CH2:26][C:27]2[CH:32]=[CH:31][CH:30]=[CH:29][CH:28]=2)[CH2:15][CH2:16][C:17]#[N:18])=[CH:11][CH:10]=1)[C:2]1[CH:7]=[CH:6][CH:5]=[CH:4][CH:3]=1.[N-:36]=[N+:37]=[N-:38].[Na+].N(CC)CC.Cl. Product: [CH2:1]([O:8][C:9]1[CH:35]=[CH:34][C:12]([CH2:13][C@@H:14]([NH:19][C:20](=[O:33])[CH2:21][CH2:22][CH2:23][CH2:24][CH2:25][CH2:26][C:27]2[CH:32]=[CH:31][CH:30]=[CH:29][CH:28]=2)[CH2:15][CH2:16][C:17]2[NH:38][N:37]=[N:36][N:18]=2)=[CH:11][CH:10]=1)[C:2]1[CH:3]=[CH:4][CH:5]=[CH:6][CH:7]=1. The catalyst class is: 11. (2) Reactant: [O:1]([C:8]1[CH:13]=[CH:12][C:11]([C:14]2[C:22]3[C:17](=[N:18][CH:19]=[N:20][C:21]=3[NH2:23])[NH:16][N:15]=2)=[CH:10][CH:9]=1)[C:2]1[CH:7]=[CH:6][CH:5]=[CH:4][CH:3]=1.F[C:25]1[CH:32]=[CH:31][C:28]([CH:29]=[O:30])=[CH:27][CH:26]=1.C(=O)([O-])[O-].[Cs+].[Cs+]. Product: [NH2:23][C:21]1[N:20]=[CH:19][N:18]=[C:17]2[N:16]([C:25]3[CH:32]=[CH:31][C:28]([CH:29]=[O:30])=[CH:27][CH:26]=3)[N:15]=[C:14]([C:11]3[CH:12]=[CH:13][C:8]([O:1][C:2]4[CH:7]=[CH:6][CH:5]=[CH:4][CH:3]=4)=[CH:9][CH:10]=3)[C:22]=12. The catalyst class is: 3.